This data is from CYP3A4 inhibition data for predicting drug metabolism from PubChem BioAssay. The task is: Regression/Classification. Given a drug SMILES string, predict its absorption, distribution, metabolism, or excretion properties. Task type varies by dataset: regression for continuous measurements (e.g., permeability, clearance, half-life) or binary classification for categorical outcomes (e.g., BBB penetration, CYP inhibition). Dataset: cyp3a4_veith. (1) The drug is Cc1cccc(NC(=O)CCCN2C(=O)c3cccc4cccc(c34)C2=O)c1. The result is 1 (inhibitor). (2) The compound is COc1cccc(Nc2ncc3ncc(=O)n(C[C@H]4CCCO4)c3n2)c1. The result is 1 (inhibitor). (3) The drug is O=C(Nc1ccc(-n2nncc2-c2ccco2)cc1)c1cc2ccccc2oc1=O. The result is 1 (inhibitor). (4) The drug is CCOc1ccc(C(=O)Nc2ccccc2N2CCCC2)cc1. The result is 0 (non-inhibitor). (5) The drug is Clc1ncccc1-c1nc2ccccc2n1Cc1ccccc1. The result is 0 (non-inhibitor).